This data is from Reaction yield outcomes from USPTO patents with 853,638 reactions. The task is: Predict the reaction yield, written as a fraction of the theoretical maximum amount of product (1.0 means a 100% yield; for example, 0.34 means a 34% yield). (1) The reactants are C[O:2][C:3](=O)[CH2:4][C:5]([F:8])([F:7])[F:6].O.[NH2:11][NH2:12]. The catalyst is CO. The product is [F:6][C:5]([F:8])([F:7])[CH2:4][C:3]([NH:11][NH2:12])=[O:2]. The yield is 0.580. (2) The product is [CH3:9][CH:10]([CH3:12])[CH2:11][C:1]([C:3]1[CH:8]=[CH:7][CH:6]=[CH:5][N:4]=1)=[O:17]. No catalyst specified. The yield is 0.960. The reactants are [C:1]([C:3]1[CH:8]=[CH:7][CH:6]=[CH:5][N:4]=1)#N.[CH2:9]([Mg]Br)[CH:10]([CH3:12])[CH3:11].C([O:17]CC)C. (3) The reactants are Br[C:2]1[C:10]2[C:5](=[CH:6][CH:7]=[C:8]([C:11]#[N:12])[CH:9]=2)[N:4](C2CCCCO2)[N:3]=1.[O:19]1[C:24]2[CH:25]=[CH:26][C:27](B(O)O)=[CH:28][C:23]=2[O:22][CH2:21][CH2:20]1.ClCCl.P([O-])([O-])([O-])=O.[K+].[K+].[K+].Cl. The catalyst is COCCOC.O.CO. The product is [O:19]1[C:24]2[CH:25]=[CH:26][C:27]([C:2]3[C:10]4[C:5](=[CH:6][CH:7]=[C:8]([C:11]#[N:12])[CH:9]=4)[NH:4][N:3]=3)=[CH:28][C:23]=2[O:22][CH2:21][CH2:20]1. The yield is 0.710. (4) The reactants are [Cl:1][C:2]1[CH:7]=[CH:6][C:5]([S:8]([N:11]([CH2:21][C:22]2[CH:31]=[CH:30][C:25]([C:26]([O:28]C)=[O:27])=[C:24]([F:32])[CH:23]=2)[C@H:12]([C:15]2[CH:20]=[CH:19][CH:18]=[CH:17][CH:16]=2)[CH2:13][CH3:14])(=[O:10])=[O:9])=[CH:4][CH:3]=1.O.[OH-].[Li+]. No catalyst specified. The yield is 0.810. The product is [Cl:1][C:2]1[CH:7]=[CH:6][C:5]([S:8]([N:11]([CH2:21][C:22]2[CH:31]=[CH:30][C:25]([C:26]([OH:28])=[O:27])=[C:24]([F:32])[CH:23]=2)[C@H:12]([C:15]2[CH:20]=[CH:19][CH:18]=[CH:17][CH:16]=2)[CH2:13][CH3:14])(=[O:10])=[O:9])=[CH:4][CH:3]=1. (5) The yield is 0.810. The reactants are [C:1]([O:5][C:6]([N:8]1[CH2:13][CH2:12][CH:11]([O:14][C:15]2[CH:20]=[CH:19][C:18]([C:21](=[O:30])[CH:22]([CH3:29])[CH2:23][C:24]([O:26]CC)=[O:25])=[CH:17][CH:16]=2)[CH2:10][CH2:9]1)=[O:7])([CH3:4])([CH3:3])[CH3:2].[OH-].[Na+]. The product is [C:1]([O:5][C:6]([N:8]1[CH2:13][CH2:12][CH:11]([O:14][C:15]2[CH:16]=[CH:17][C:18]([C:21](=[O:30])[CH:22]([CH3:29])[CH2:23][C:24]([OH:26])=[O:25])=[CH:19][CH:20]=2)[CH2:10][CH2:9]1)=[O:7])([CH3:4])([CH3:2])[CH3:3]. The catalyst is CO. (6) The reactants are [CH3:1][OH:2].Br[CH2:4][C:5]1[CH:14]=[C:13]([OH:15])[CH:12]=[C:11]2[C:6]=1[CH2:7][CH:8]([C:19]1[CH:24]=[CH:23][C:22]([OH:25])=[CH:21][CH:20]=1)[CH:9]1[CH2:18][CH2:17][CH2:16][CH:10]12.Cl. The catalyst is C(OCC)(=O)C. The product is [OH:25][C:22]1[CH:21]=[CH:20][C:19]([CH:8]2[CH2:7][C:6]3[C:11](=[CH:12][C:13]([OH:15])=[CH:14][C:5]=3[CH2:4][O:2][CH3:1])[CH:10]3[CH2:16][CH2:17][CH2:18][CH:9]23)=[CH:24][CH:23]=1. The yield is 0.370.